From a dataset of Forward reaction prediction with 1.9M reactions from USPTO patents (1976-2016). Predict the product of the given reaction. The product is: [N:48]1([CH2:47][CH2:46][O:43][C:40]2[CH:41]=[CH:42][C:37]([NH:36][C:34]3[S:35][C:31]([C:28]4[CH:29]=[CH:30][S:26][CH:27]=4)=[CH:32][N:33]=3)=[CH:38][CH:39]=2)[CH2:52][CH2:51][CH2:50][CH2:49]1. Given the reactants CN(C)CCCOC1C=CC(C2SC(NC3C=CC=CC=3)=NC=2)=CC=1.[S:26]1[CH:30]=[CH:29][C:28]([C:31]2[S:35][C:34]([NH:36][C:37]3[CH:42]=[CH:41][C:40]([OH:43])=[CH:39][CH:38]=3)=[N:33][CH:32]=2)=[CH:27]1.Cl.Cl[CH2:46][CH2:47][N:48]1[CH2:52][CH2:51][CH2:50][CH2:49]1, predict the reaction product.